This data is from NCI-60 drug combinations with 297,098 pairs across 59 cell lines. The task is: Regression. Given two drug SMILES strings and cell line genomic features, predict the synergy score measuring deviation from expected non-interaction effect. (1) Drug 1: CC(CN1CC(=O)NC(=O)C1)N2CC(=O)NC(=O)C2. Drug 2: C1CN(P(=O)(OC1)NCCCl)CCCl. Cell line: SK-MEL-28. Synergy scores: CSS=3.74, Synergy_ZIP=-3.42, Synergy_Bliss=-1.45, Synergy_Loewe=-2.78, Synergy_HSA=-1.88. (2) Drug 1: CCCCC(=O)OCC(=O)C1(CC(C2=C(C1)C(=C3C(=C2O)C(=O)C4=C(C3=O)C=CC=C4OC)O)OC5CC(C(C(O5)C)O)NC(=O)C(F)(F)F)O. Drug 2: C1=NC(=NC(=O)N1C2C(C(C(O2)CO)O)O)N. Cell line: UACC-257. Synergy scores: CSS=19.0, Synergy_ZIP=-3.30, Synergy_Bliss=-0.548, Synergy_Loewe=-6.20, Synergy_HSA=-0.327. (3) Drug 1: C1CN1C2=NC(=NC(=N2)N3CC3)N4CC4. Drug 2: CC1C(C(CC(O1)OC2CC(CC3=C2C(=C4C(=C3O)C(=O)C5=C(C4=O)C(=CC=C5)OC)O)(C(=O)CO)O)N)O.Cl. Cell line: A549. Synergy scores: CSS=45.7, Synergy_ZIP=-0.744, Synergy_Bliss=-1.70, Synergy_Loewe=2.69, Synergy_HSA=4.09. (4) Synergy scores: CSS=-2.21, Synergy_ZIP=-0.492, Synergy_Bliss=-7.81, Synergy_Loewe=-8.41, Synergy_HSA=-8.68. Cell line: NCI-H522. Drug 2: CC12CCC(CC1=CCC3C2CCC4(C3CC=C4C5=CN=CC=C5)C)O. Drug 1: C1CCN(CC1)CCOC2=CC=C(C=C2)C(=O)C3=C(SC4=C3C=CC(=C4)O)C5=CC=C(C=C5)O. (5) Drug 1: CN1C(=O)N2C=NC(=C2N=N1)C(=O)N. Drug 2: C1=NC2=C(N1)C(=S)N=CN2. Cell line: SN12C. Synergy scores: CSS=25.4, Synergy_ZIP=-8.64, Synergy_Bliss=-2.59, Synergy_Loewe=-43.2, Synergy_HSA=-5.92. (6) Drug 1: C1CN1P(=S)(N2CC2)N3CC3. Drug 2: C1C(C(OC1N2C=C(C(=O)NC2=O)F)CO)O. Cell line: SN12C. Synergy scores: CSS=38.0, Synergy_ZIP=-10.8, Synergy_Bliss=-4.27, Synergy_Loewe=-1.26, Synergy_HSA=0.309. (7) Synergy scores: CSS=-2.45, Synergy_ZIP=1.63, Synergy_Bliss=0.261, Synergy_Loewe=-3.38, Synergy_HSA=-2.90. Cell line: RXF 393. Drug 1: CC12CCC3C(C1CCC2O)C(CC4=C3C=CC(=C4)O)CCCCCCCCCS(=O)CCCC(C(F)(F)F)(F)F. Drug 2: CN(C(=O)NC(C=O)C(C(C(CO)O)O)O)N=O. (8) Drug 1: C1=CC(=C2C(=C1NCCNCCO)C(=O)C3=C(C=CC(=C3C2=O)O)O)NCCNCCO. Drug 2: CC1C(C(CC(O1)OC2CC(CC3=C2C(=C4C(=C3O)C(=O)C5=C(C4=O)C(=CC=C5)OC)O)(C(=O)C)O)N)O.Cl. Cell line: RPMI-8226. Synergy scores: CSS=44.7, Synergy_ZIP=-2.14, Synergy_Bliss=-8.88, Synergy_Loewe=-13.3, Synergy_HSA=-5.12.